This data is from Reaction yield outcomes from USPTO patents with 853,638 reactions. The task is: Predict the reaction yield, written as a fraction of the theoretical maximum amount of product (1.0 means a 100% yield; for example, 0.34 means a 34% yield). The reactants are [NH2:1][C:2]1[S:3][C:4]2[N:5]=[C:6]([N:11]([CH3:32])[C:12]3[CH:13]=[C:14]([NH:18][C:19](=[O:31])[C:20]4[CH:25]=[CH:24][CH:23]=[C:22]([C:26]([C:29]#[N:30])([CH3:28])[CH3:27])[CH:21]=4)[CH:15]=[CH:16][CH:17]=3)[N:7]=[CH:8][C:9]=2[N:10]=1.[CH3:33][C:34]1[NH:35][C:36]([C:39](O)=[O:40])=[CH:37][N:38]=1.F[P-](F)(F)(F)(F)F.N1(OC(N(C)C)=[N+](C)C)C2N=CC=CC=2N=N1.C(=O)([O-])O.[Na+]. The catalyst is N1C=CC=CC=1. The product is [C:29]([C:26]([C:22]1[CH:21]=[C:20]([C:19]([NH:18][C:14]2[CH:13]=[C:12]([N:11]([CH3:32])[C:6]3[N:7]=[CH:8][C:9]4[N:10]=[C:2]([NH:1][C:39]([C:36]5[NH:35][C:34]([CH3:33])=[N:38][CH:37]=5)=[O:40])[S:3][C:4]=4[N:5]=3)[CH:17]=[CH:16][CH:15]=2)=[O:31])[CH:25]=[CH:24][CH:23]=1)([CH3:27])[CH3:28])#[N:30]. The yield is 0.650.